From a dataset of Catalyst prediction with 721,799 reactions and 888 catalyst types from USPTO. Predict which catalyst facilitates the given reaction. (1) Reactant: [Br:1][C:2]1[CH:11]=[CH:10][CH:9]=[C:8]2[C:3]=1[CH2:4][CH2:5][NH:6][CH:7]2[C:12]1[CH:17]=[CH:16][C:15]([C:18]([F:21])([F:20])[F:19])=[CH:14][CH:13]=1.[N:22]([C:25]([CH3:28])([CH3:27])[CH3:26])=[C:23]=[O:24]. Product: [Br:1][C:2]1[CH:11]=[CH:10][CH:9]=[C:8]2[C:3]=1[CH2:4][CH2:5][N:6]([C:23]([NH:22][C:25]([CH3:28])([CH3:27])[CH3:26])=[O:24])[CH:7]2[C:12]1[CH:17]=[CH:16][C:15]([C:18]([F:19])([F:20])[F:21])=[CH:14][CH:13]=1. The catalyst class is: 2. (2) Reactant: [F:1][C:2]1[CH:7]=[C:6]([O:8][CH3:9])[CH:5]=[CH:4][C:3]=1[CH:10]=[CH:11][N+:12]([O-])=O.OS(O)(=O)=O. Product: [F:1][C:2]1[CH:7]=[C:6]([O:8][CH3:9])[CH:5]=[CH:4][C:3]=1[CH2:10][CH2:11][NH2:12]. The catalyst class is: 1. (3) Reactant: [F:1][C:2]1[CH:18]=[CH:17][CH:16]=[C:15]([F:19])[C:3]=1[CH2:4][N:5]1[CH:9]=[C:8](C(N=[N+]=[N-])=O)[N:7]=[N:6]1.[CH2:20]([OH:27])[C:21]1[CH:26]=[CH:25][CH:24]=[CH:23][CH:22]=1.C[N:29]([CH:31]=[O:32])C. Product: [CH2:20]([O:27][C:31](=[O:32])[NH:29][C:8]1[N:7]=[N:6][N:5]([CH2:4][C:3]2[C:15]([F:19])=[CH:16][CH:17]=[CH:18][C:2]=2[F:1])[CH:9]=1)[C:21]1[CH:26]=[CH:25][CH:24]=[CH:23][CH:22]=1. The catalyst class is: 170. (4) Reactant: Br[C:2]1[CH:7]=[CH:6][CH:5]=[CH:4][C:3]=1[CH:8]([O:10][CH2:11][C@H:12]1[CH2:14][O:13]1)[CH3:9].C(=O)([O-])[O-].[Na+].[Na+].[C:21]([C:23]1[CH:28]=[CH:27][C:26](B(O)O)=[CH:25][CH:24]=1)#[N:22]. Product: [O:13]1[CH2:14][C@@H:12]1[CH2:11][O:10][CH:8]([C:3]1[CH:4]=[CH:5][CH:6]=[CH:7][C:2]=1[C:26]1[CH:27]=[CH:28][C:23]([C:21]#[N:22])=[CH:24][CH:25]=1)[CH3:9]. The catalyst class is: 335. (5) Reactant: [CH3:1][O:2][C:3]1[CH:4]=[C:5]([C:12]2[CH:17]=[CH:16][C:15]([C:18]([F:21])([F:20])[F:19])=[CH:14][CH:13]=2)[CH:6]=[CH:7][C:8]=1[N+:9]([O-])=O. Product: [CH3:1][O:2][C:3]1[CH:4]=[C:5]([C:12]2[CH:17]=[CH:16][C:15]([C:18]([F:19])([F:20])[F:21])=[CH:14][CH:13]=2)[CH:6]=[CH:7][C:8]=1[NH2:9]. The catalyst class is: 183. (6) The catalyst class is: 7. Product: [Br:7][C:8]1[CH:13]=[CH:12][C:11]([S:14]([NH:5][CH2:4][CH2:3][N:2]([CH3:6])[CH3:1])(=[O:16])=[O:15])=[CH:10][CH:9]=1. Reactant: [CH3:1][N:2]([CH3:6])[CH2:3][CH2:4][NH2:5].[Br:7][C:8]1[CH:13]=[CH:12][C:11]([S:14](Cl)(=[O:16])=[O:15])=[CH:10][CH:9]=1. (7) Reactant: Cl[CH2:2][C:3]([NH:5][C:6]1[CH:14]=[N:13][CH:12]=[CH:11][C:7]=1[C:8]([NH2:10])=[O:9])=O.C([O-])([O-])=O.[Cs+].[Cs+].[CH:21]1[C:26]([OH:27])=[CH:25][CH:24]=[C:23]([CH3:28])[CH:22]=1. Product: [C:23]1([CH3:28])[CH:22]=[CH:21][C:26]([O:27][CH2:2][C:3]2[NH:10][C:8](=[O:9])[C:7]3[CH:11]=[CH:12][N:13]=[CH:14][C:6]=3[N:5]=2)=[CH:25][CH:24]=1. The catalyst class is: 23.